From a dataset of Catalyst prediction with 721,799 reactions and 888 catalyst types from USPTO. Predict which catalyst facilitates the given reaction. (1) Reactant: [Cl:1][C:2]1[CH:3]=[C:4]2[C:10]([C:11]3[N:16]=[C:15]([NH:17][CH:18]4[CH2:23][CH2:22][CH2:21][NH:20][CH2:19]4)[C:14]([F:24])=[CH:13][N:12]=3)=[CH:9][NH:8][C:5]2=[N:6][CH:7]=1.ClC1C=C2C(C3N=C(N[C@H]4CCCNC4)C(F)=CN=3)=CNC2=NC=1.[CH2:49]([N:52]=[C:53]=[O:54])[CH2:50][CH3:51]. Product: [Cl:1][C:2]1[CH:3]=[C:4]2[C:10]([C:11]3[N:16]=[C:15]([NH:17][CH:18]4[CH2:23][CH2:22][CH2:21][N:20]([C:53]([NH:52][CH2:49][CH2:50][CH3:51])=[O:54])[CH2:19]4)[C:14]([F:24])=[CH:13][N:12]=3)=[CH:9][NH:8][C:5]2=[N:6][CH:7]=1. The catalyst class is: 202. (2) Reactant: [CH3:1][C:2]1[N:29]=[C:5]2[NH:6][C:7](=[O:28])[C:8]([CH2:13][C:14]3[CH:19]=[CH:18][C:17]([C:20]4[C:21]([C:26]#[N:27])=[CH:22][CH:23]=[CH:24][CH:25]=4)=[CH:16][CH:15]=3)=[C:9]([CH2:10][CH2:11][CH3:12])[N:4]2[N:3]=1.[C:30]1([C:36]2([CH2:39]O)[CH2:38][CH2:37]2)[CH:35]=[CH:34][CH:33]=[CH:32][CH:31]=1.C(P(CCCC)CCCC)CCC.N(C(N1CCCCC1)=O)=NC(N1CCCCC1)=O. Product: [CH3:1][C:2]1[N:29]=[C:5]2[N:6]([CH2:39][C:36]3([C:30]4[CH:35]=[CH:34][CH:33]=[CH:32][CH:31]=4)[CH2:38][CH2:37]3)[C:7](=[O:28])[C:8]([CH2:13][C:14]3[CH:19]=[CH:18][C:17]([C:20]4[C:21]([C:26]#[N:27])=[CH:22][CH:23]=[CH:24][CH:25]=4)=[CH:16][CH:15]=3)=[C:9]([CH2:10][CH2:11][CH3:12])[N:4]2[N:3]=1. The catalyst class is: 56. (3) Reactant: F[C:2]1[CH:7]=[CH:6][C:5]([N+:8]([O-:10])=[O:9])=[C:4]([O:11][CH3:12])[CH:3]=1.[CH3:13][NH:14][CH2:15][CH2:16][NH:17][CH3:18].[H-].[Na+]. Product: [CH3:12][O:11][C:4]1[CH:3]=[C:2]([N:14]([CH3:13])[CH2:15][CH2:16][NH:17][CH3:18])[CH:7]=[CH:6][C:5]=1[N+:8]([O-:10])=[O:9]. The catalyst class is: 44.